Dataset: Peptide-MHC class I binding affinity with 185,985 pairs from IEDB/IMGT. Task: Regression. Given a peptide amino acid sequence and an MHC pseudo amino acid sequence, predict their binding affinity value. This is MHC class I binding data. (1) The peptide sequence is FTHTTAFFNT. The MHC is HLA-A02:02 with pseudo-sequence HLA-A02:02. The binding affinity (normalized) is 0.0984. (2) The peptide sequence is SYFPDSNNV. The MHC is HLA-B39:01 with pseudo-sequence HLA-B39:01. The binding affinity (normalized) is 0.0847.